From a dataset of Catalyst prediction with 721,799 reactions and 888 catalyst types from USPTO. Predict which catalyst facilitates the given reaction. (1) Reactant: [Cl:1][Si](C)(C)C.O.[CH3:7][N:8]([CH3:32])[C:9]1([C:26]2[CH:31]=[CH:30][CH:29]=[CH:28][CH:27]=2)[CH2:14][CH2:13][CH:12]([CH2:15][C:16]([NH:18][C:19]2[CH:24]=[CH:23][C:22]([F:25])=[CH:21][CH:20]=2)=[O:17])[CH2:11][CH2:10]1.CO. Product: [ClH:1].[CH3:32][N:8]([CH3:7])[C:9]1([C:26]2[CH:31]=[CH:30][CH:29]=[CH:28][CH:27]=2)[CH2:10][CH2:11][CH:12]([CH2:15][C:16]([NH:18][C:19]2[CH:20]=[CH:21][C:22]([F:25])=[CH:23][CH:24]=2)=[O:17])[CH2:13][CH2:14]1. The catalyst class is: 573. (2) Reactant: [CH2:1]([O:3][C:4](=[O:25])[C:5]1[CH:10]=[CH:9][CH:8]=[C:7]([N:11]2[C:15]([CH3:16])=[CH:14][CH:13]=[C:12]2[C:17]2[CH:22]=[C:21]([Cl:23])[CH:20]=[CH:19][C:18]=2[OH:24])[CH:6]=1)[CH3:2].[F:26][C:27]1[CH:34]=[CH:33][C:30]([CH2:31]Br)=[CH:29][CH:28]=1.C(=O)([O-])[O-].[K+].[K+]. Product: [CH2:1]([O:3][C:4](=[O:25])[C:5]1[CH:10]=[CH:9][CH:8]=[C:7]([N:11]2[C:15]([CH3:16])=[CH:14][CH:13]=[C:12]2[C:17]2[CH:22]=[C:21]([Cl:23])[CH:20]=[CH:19][C:18]=2[O:24][CH2:31][C:30]2[CH:33]=[CH:34][C:27]([F:26])=[CH:28][CH:29]=2)[CH:6]=1)[CH3:2]. The catalyst class is: 173. (3) Reactant: [C:1]([N:9]1[CH2:22][CH2:21][C:20]2[C:19]3[CH:18]=[C:17]([S:23]([C:26]4[CH:31]=[CH:30][CH:29]=[CH:28][CH:27]=4)(=[O:25])=[O:24])[CH:16]=[CH:15][C:14]=3[NH:13][C:12]=2[CH2:11][CH2:10]1)(=[O:8])[C:2]1[CH:7]=[CH:6][CH:5]=[CH:4][CH:3]=1.[H-].[Na+].I[CH3:35]. Product: [C:1]([N:9]1[CH2:22][CH2:21][C:20]2[C:19]3[CH:18]=[C:17]([S:23]([C:26]4[CH:31]=[CH:30][CH:29]=[CH:28][CH:27]=4)(=[O:25])=[O:24])[CH:16]=[CH:15][C:14]=3[N:13]([CH3:35])[C:12]=2[CH2:11][CH2:10]1)(=[O:8])[C:2]1[CH:3]=[CH:4][CH:5]=[CH:6][CH:7]=1. The catalyst class is: 18. (4) Reactant: [C:1]([O:5][C:6]([N:8]1[CH2:12][C@@H:11]([CH2:13][NH:14][C:15]([C:17]2[S:18][C:19]([Cl:22])=[CH:20][CH:21]=2)=[O:16])[C@H:10]([O:23]C(=O)C)[CH2:9]1)=[O:7])([CH3:4])([CH3:3])[CH3:2].N. Product: [C:1]([O:5][C:6]([N:8]1[CH2:9][C@@H:10]([OH:23])[C@H:11]([CH2:13][NH:14][C:15]([C:17]2[S:18][C:19]([Cl:22])=[CH:20][CH:21]=2)=[O:16])[CH2:12]1)=[O:7])([CH3:4])([CH3:2])[CH3:3]. The catalyst class is: 5. (5) Reactant: C([N:8]1[CH2:13][CH2:12][N:11]2[CH2:14][CH2:15][CH2:16][CH2:17][CH:10]2[CH2:9]1)C1C=CC=CC=1.[ClH:18].[H][H].C(Cl)[Cl:22].CO. Product: [ClH:22].[ClH:18].[CH2:9]1[NH:8][CH2:13][CH2:12][N:11]2[CH2:14][CH2:15][CH2:16][CH2:17][CH:10]12. The catalyst class is: 19.